From a dataset of Retrosynthesis with 50K atom-mapped reactions and 10 reaction types from USPTO. Predict the reactants needed to synthesize the given product. Given the product O=C(O)c1cc2ccc3c(c2c(-c2ccc4c(c2)OCO4)c1COCc1ccccc1)OCO3, predict the reactants needed to synthesize it. The reactants are: O=C(OCc1ccccc1)c1cc2ccc3c(c2c(-c2ccc4c(c2)OCO4)c1COCc1ccccc1)OCO3.